From a dataset of Forward reaction prediction with 1.9M reactions from USPTO patents (1976-2016). Predict the product of the given reaction. (1) Given the reactants [C:1]([NH:4][CH:5]([CH2:11][C:12]1[CH:17]=[CH:16][CH:15]=[C:14]([N+:18]([O-:20])=[O:19])[CH:13]=1)[C:6]([O:8][CH2:9][CH3:10])=[O:7])(=[O:3])[CH3:2].C(=O)([O-])O.[NH4+].O, predict the reaction product. The product is: [C:1]([NH:4][C@H:5]([CH2:11][C:12]1[CH:17]=[CH:16][CH:15]=[C:14]([N+:18]([O-:20])=[O:19])[CH:13]=1)[C:6]([O:8][CH2:9][CH3:10])=[O:7])(=[O:3])[CH3:2]. (2) Given the reactants [S:1](=[O:22])(=[O:21])([O:3][CH:4]([CH2:17][CH:18]([CH3:20])[CH3:19])[CH2:5][N:6]1[C:14](=[O:15])[C:13]2[C:8](=[CH:9][CH:10]=[CH:11][CH:12]=2)[C:7]1=[O:16])[NH2:2], predict the reaction product. The product is: [CH3:19][C:18]1([CH3:20])[CH2:17][CH:4]([CH2:5][N:6]2[C:14](=[O:15])[C:13]3[C:8](=[CH:9][CH:10]=[CH:11][CH:12]=3)[C:7]2=[O:16])[O:3][S:1](=[O:22])(=[O:21])[NH:2]1. (3) Given the reactants [Cl:1][C:2]1[N:3]=[CH:4][NH:5][C:6]=1[Cl:7].[OH-].[K+].[Br:10][CH2:11][CH2:12][CH2:13][CH2:14][CH2:15][CH2:16][CH2:17][CH2:18][CH2:19][CH2:20][CH3:21].[K+].[Br-].Br[CH2:25][C:26]1[CH:35]=[CH:34][C:33]2[C:28](=[CH:29][CH:30]=[CH:31][CH:32]=2)[CH:27]=1, predict the reaction product. The product is: [Br-:10].[CH2:11]([C:34]1[C:33]2[C:28](=[CH:29][CH:30]=[CH:31][CH:32]=2)[CH:27]=[C:26]([CH3:25])[C:35]=1[N+:3]1[C:2]([Cl:1])=[C:6]([Cl:7])[NH:5][CH:4]=1)[CH2:12][CH2:13][CH2:14][CH2:15][CH2:16][CH2:17][CH2:18][CH2:19][CH2:20][CH3:21].